From a dataset of hERG Central: cardiac toxicity at 1µM, 10µM, and general inhibition. Predict hERG channel inhibition at various concentrations. (1) The molecule is CCCCOc1ccc(C(O)(CCC)CCN2CCOCC2)cc1. Results: hERG_inhib (hERG inhibition (general)): blocker. (2) The compound is [O-][n+]1c2cc(C(F)(F)F)ccc2c2n1CCN=C2c1ccc(Cl)cc1. Results: hERG_inhib (hERG inhibition (general)): blocker. (3) The drug is O=C1C=C(NCc2ccc3c(c2)OCO3)CC(c2ccccc2)C1. Results: hERG_inhib (hERG inhibition (general)): blocker. (4) The compound is N#Cc1ccc(OCC(=O)N2CCN(S(=O)(=O)c3ccc(Cl)s3)CC2)cc1. Results: hERG_inhib (hERG inhibition (general)): blocker. (5) The drug is CCN(CC)CCCN=Cc1c(O)n(Cc2ccccc2)c(=O)c2ccccc12. Results: hERG_inhib (hERG inhibition (general)): blocker.